Task: Predict the reaction yield, written as a fraction of the theoretical maximum amount of product (1.0 means a 100% yield; for example, 0.34 means a 34% yield).. Dataset: Reaction yield outcomes from USPTO patents with 853,638 reactions (1) The reactants are [F:1][C:2]1[CH:3]=[C:4]([C:10](=O)[CH2:11][C:12]#[N:13])[CH:5]=[CH:6][C:7]=1[O:8][CH3:9].[NH2:15][NH2:16]. The catalyst is C(O)C. The product is [F:1][C:2]1[CH:3]=[C:4]([C:10]2[CH:11]=[C:12]([NH2:13])[NH:16][N:15]=2)[CH:5]=[CH:6][C:7]=1[O:8][CH3:9]. The yield is 1.00. (2) The reactants are [C:1]1([CH2:7][O:8][C:9]2[CH:14]=[CH:13][NH:12][C:11](=[O:15])[CH:10]=2)[CH:6]=[CH:5][CH:4]=[CH:3][CH:2]=1.Br[C:17]1[CH:18]=[CH:19][C:20]([N:23]2[CH2:27][CH2:26][CH:25]([N:28]([CH3:30])[CH3:29])[CH2:24]2)=[N:21][CH:22]=1.C([O-])([O-])=O.[K+].[K+].CN[C@@H]1CCCC[C@H]1NC. The catalyst is C1(C)C=CC=CC=1.ClCCl.CO.[Cu]I. The product is [CH3:29][N:28]([CH3:30])[CH:25]1[CH2:26][CH2:27][N:23]([C:20]2[N:21]=[CH:22][C:17]([N:12]3[CH:13]=[CH:14][C:9]([O:8][CH2:7][C:1]4[CH:2]=[CH:3][CH:4]=[CH:5][CH:6]=4)=[CH:10][C:11]3=[O:15])=[CH:18][CH:19]=2)[CH2:24]1. The yield is 0.900. (3) The reactants are [Cl:1][C:2]1[N:3]=[C:4](Cl)[C:5]2[CH:10]=[CH:9][N:8]([CH2:11][O:12][CH2:13][CH2:14][Si:15]([CH3:18])([CH3:17])[CH3:16])[C:6]=2[N:7]=1.[C:20]([O:24][C:25](=[O:34])[NH:26][C:27]1[CH:32]=[CH:31][CH:30]=[C:29]([OH:33])[CH:28]=1)([CH3:23])([CH3:22])[CH3:21].C([O-])([O-])=O.[K+].[K+].CCOC(C)=O. The catalyst is C(#N)C. The product is [Cl:1][C:2]1[N:3]=[C:4]([O:33][C:29]2[CH:28]=[C:27]([NH:26][C:25](=[O:34])[O:24][C:20]([CH3:22])([CH3:21])[CH3:23])[CH:32]=[CH:31][CH:30]=2)[C:5]2[CH:10]=[CH:9][N:8]([CH2:11][O:12][CH2:13][CH2:14][Si:15]([CH3:18])([CH3:17])[CH3:16])[C:6]=2[N:7]=1. The yield is 0.900. (4) The reactants are [N+:1]([C:4]1[CH:9]=[CH:8][C:7]([OH:10])=[CH:6][CH:5]=1)([O-:3])=[O:2].Cl.Cl[CH2:13][C:14]1[N:15]=[CH:16][S:17][CH:18]=1.C(=O)([O-])[O-].[K+].[K+].CN(C)C=O. The catalyst is O. The product is [N+:1]([C:4]1[CH:9]=[CH:8][C:7]([O:10][CH2:13][C:14]2[N:15]=[CH:16][S:17][CH:18]=2)=[CH:6][CH:5]=1)([O-:3])=[O:2]. The yield is 0.610. (5) The catalyst is CCO. The yield is 0.130. The reactants are [C:1]([O:5][C:6]([N:8]1[CH2:14][CH2:13][CH2:12][N:11]([C:15]2[CH:20]=[CH:19][C:18]([NH2:21])=[C:17]([C:22](=[O:31])[NH:23][CH2:24][C:25](=[O:30])[NH:26][CH:27]([CH3:29])[CH3:28])[CH:16]=2)[CH2:10][CH2:9]1)=[O:7])([CH3:4])([CH3:3])[CH3:2].Cl.[CH3:33][O:34][C:35]1[CH:36]=[C:37]([CH:43]=[CH:44][CH:45]=1)[C:38](=N)OCC. The product is [C:1]([O:5][C:6]([N:8]1[CH2:14][CH2:13][CH2:12][N:11]([C:15]2[CH:16]=[C:17]3[C:18](=[CH:19][CH:20]=2)[N:21]=[C:38]([C:37]2[CH:43]=[CH:44][CH:45]=[C:35]([O:34][CH3:33])[CH:36]=2)[N:23]([CH2:24][C:25](=[O:30])[NH:26][CH:27]([CH3:28])[CH3:29])[C:22]3=[O:31])[CH2:10][CH2:9]1)=[O:7])([CH3:2])([CH3:4])[CH3:3]. (6) The product is [CH3:29][O:28][C:25]1[CH:26]=[C:27]2[C:22](=[CH:23][C:24]=1[O:30][CH3:31])[N:21]=[CH:20][N:19]=[C:18]2[N:15]1[CH2:14][CH2:13][N:12]([C:10]([NH:9][C:6]2[CH:7]=[CH:8][C:3]([CH2:2][N:32]3[CH2:37][CH2:36][CH2:35][CH2:34][CH2:33]3)=[CH:4][CH:5]=2)=[O:11])[CH2:17][CH2:16]1. The reactants are Cl[CH2:2][C:3]1[CH:8]=[CH:7][C:6]([NH:9][C:10]([N:12]2[CH2:17][CH2:16][N:15]([C:18]3[C:27]4[C:22](=[CH:23][C:24]([O:30][CH3:31])=[C:25]([O:28][CH3:29])[CH:26]=4)[N:21]=[CH:20][N:19]=3)[CH2:14][CH2:13]2)=[O:11])=[CH:5][CH:4]=1.[NH:32]1[CH2:37][CH2:36][CH2:35][CH2:34][CH2:33]1.O. The yield is 0.920. The catalyst is CN(C)C=O.